From a dataset of Full USPTO retrosynthesis dataset with 1.9M reactions from patents (1976-2016). Predict the reactants needed to synthesize the given product. (1) Given the product [CH3:1][C:2]1[CH:7]=[C:6]([CH3:8])[CH:5]=[CH:4][C:3]=1[C:9]1[C:18]2[O:17][CH:16]([CH3:19])[CH2:15][N:14]([CH:21]([CH2:22][CH2:23][CH3:24])[CH2:25][CH2:26][CH3:27])[C:13]=2[CH:12]=[CH:11][CH:10]=1, predict the reactants needed to synthesize it. The reactants are: [CH3:1][C:2]1[CH:7]=[C:6]([CH3:8])[CH:5]=[CH:4][C:3]=1[C:9]1[C:18]2[O:17][CH:16]([CH3:19])[C:15](=O)[N:14]([CH:21]([CH2:25][CH2:26][CH3:27])[CH2:22][CH2:23][CH3:24])[C:13]=2[CH:12]=[CH:11][CH:10]=1.B.O1CCCC1.Cl.[OH-].[NH4+]. (2) The reactants are: [F-].[K+].CN(C=O)C.[F:8][C:9]([Si](C)(C)C)([F:11])[F:10].[Br:16][C:17]1[CH:22]=[N:21][C:20](I)=[CH:19][N:18]=1. Given the product [Br:16][C:17]1[CH:22]=[N:21][C:20]([C:9]([F:11])([F:10])[F:8])=[CH:19][N:18]=1, predict the reactants needed to synthesize it. (3) Given the product [CH3:29][C:28]([CH3:30])=[CH:27][C:18]1[C:19]([C:23]([F:24])([F:25])[F:26])=[CH:20][CH:21]=[CH:22][C:17]=1[C:16]([NH:15][C:6]1([C:4]([OH:5])=[O:3])[CH2:14][C:13]2[C:8](=[CH:9][CH:10]=[CH:11][CH:12]=2)[CH2:7]1)=[O:31], predict the reactants needed to synthesize it. The reactants are: C([O:3][C:4]([C:6]1([NH:15][C:16](=[O:31])[C:17]2[CH:22]=[CH:21][CH:20]=[C:19]([C:23]([F:26])([F:25])[F:24])[C:18]=2[CH:27]=[C:28]([CH3:30])[CH3:29])[CH2:14][C:13]2[C:8](=[CH:9][CH:10]=[CH:11][CH:12]=2)[CH2:7]1)=[O:5])C.[OH-].[K+]. (4) Given the product [Cl:19][C:5]1[C:6]([N:8]([CH3:18])[CH:9]2[CH:13]3[O:14][CH2:15][CH:16]([OH:17])[CH:12]3[O:11][CH2:10]2)=[N:7][C:2]([NH:27][C:25]2[CH:24]=[N:23][N:22]([CH3:21])[CH:26]=2)=[N:3][CH:4]=1, predict the reactants needed to synthesize it. The reactants are: Cl[C:2]1[N:7]=[C:6]([N:8]([CH3:18])[CH:9]2[CH:13]3[O:14][CH2:15][CH:16]([OH:17])[CH:12]3[O:11][CH2:10]2)[C:5]([Cl:19])=[CH:4][N:3]=1.Cl.[CH3:21][N:22]1[CH:26]=[C:25]([NH2:27])[CH:24]=[N:23]1.C(N(C(C)C)C(C)C)C. (5) Given the product [CH2:25]([O:24][C:22](=[O:23])[CH2:21][C:19]1[NH:20][C:5](=[O:6])[C:7]2[C:11]([C:12]3[CH:13]=[CH:14][CH:15]=[CH:16][CH:17]=3)=[CH:10][S:9][C:8]=2[N:18]=1)[CH3:26], predict the reactants needed to synthesize it. The reactants are: Cl.C(O[C:5]([C:7]1[C:11]([C:12]2[CH:17]=[CH:16][CH:15]=[CH:14][CH:13]=2)=[CH:10][S:9][C:8]=1[NH2:18])=[O:6])C.[C:19]([CH2:21][C:22]([O:24][CH2:25][CH3:26])=[O:23])#[N:20]. (6) Given the product [OH:1][C:2]1([C:5]2[C:13]3[CH2:12][CH2:11][CH2:10][CH2:9][C:8]=3[N:7]([CH2:14][C:15]([OH:17])=[O:16])[N:6]=2)[CH2:3][CH2:4]1, predict the reactants needed to synthesize it. The reactants are: [OH:1][C:2]1([C:5]2[C:13]3[CH2:12][CH2:11][CH2:10][CH2:9][C:8]=3[N:7]([CH2:14][C:15]([O:17]C(C)(C)C)=[O:16])[N:6]=2)[CH2:4][CH2:3]1.C(O)(C(F)(F)F)=O. (7) Given the product [CH:29]1([CH2:32][C:33]2[N:34]([C:2]3[N:10]=[C:9]4[C:5]([N:6]=[C:7]([CH2:12][N:13]5[CH2:14][CH2:15][CH:16]([C:19]([OH:22])([CH3:20])[CH3:21])[CH2:17][CH2:18]5)[N:8]4[CH3:11])=[C:4]([N:23]4[CH2:24][CH2:25][O:26][CH2:27][CH2:28]4)[N:3]=3)[C:35]3[CH:41]=[CH:40][CH:39]=[CH:38][C:36]=3[N:37]=2)[CH2:30][CH2:31]1, predict the reactants needed to synthesize it. The reactants are: Cl[C:2]1[N:10]=[C:9]2[C:5]([N:6]=[C:7]([CH2:12][N:13]3[CH2:18][CH2:17][CH:16]([C:19]([OH:22])([CH3:21])[CH3:20])[CH2:15][CH2:14]3)[N:8]2[CH3:11])=[C:4]([N:23]2[CH2:28][CH2:27][O:26][CH2:25][CH2:24]2)[N:3]=1.[CH:29]1([CH2:32][C:33]2[NH:34][C:35]3[CH:41]=[CH:40][CH:39]=[CH:38][C:36]=3[N:37]=2)[CH2:31][CH2:30]1. (8) Given the product [C:27]([O:26][C:24](=[O:25])[NH:23][C:9]1[CH:10]=[C:11]([C:40]2[CH:41]=[CH:42][CH:43]=[CH:44][C:39]=2[S:36]([CH2:34][CH2:33][OH:46])(=[O:38])=[O:37])[CH:12]=[CH:13][C:8]=1[NH:7][C:6]([O:5][C:1]([CH3:2])([CH3:3])[CH3:4])=[O:31])([CH3:29])([CH3:28])[CH3:30], predict the reactants needed to synthesize it. The reactants are: [C:1]([O:5][C:6](=[O:31])[NH:7][C:8]1[CH:13]=[CH:12][C:11](B2OC(C)(C)C(C)(C)O2)=[CH:10][C:9]=1[NH:23][C:24]([O:26][C:27]([CH3:30])([CH3:29])[CH3:28])=[O:25])([CH3:4])([CH3:3])[CH3:2].Br[CH2:33][CH:34]([S:36]([C:39]1[CH:44]=[CH:43][CH:42]=[CH:41][CH:40]=1)(=[O:38])=[O:37])O.C(=O)([O-])[O-:46].[Na+].[Na+]. (9) Given the product [Br:1][C:2]1[CH:3]=[C:4]2[C:8](=[CH:9][CH:10]=1)[NH:7][C:6](=[O:11])[C:5]2=[C:18]([C:12]1[CH:17]=[CH:16][CH:15]=[CH:14][CH:13]=1)[C:19]([OH:21])=[O:20], predict the reactants needed to synthesize it. The reactants are: [Br:1][C:2]1[CH:3]=[C:4]2[C:8](=[CH:9][CH:10]=1)[NH:7][C:6](=[O:11])[CH2:5]2.[C:12]1([C:18](=O)[C:19]([O:21]C)=[O:20])[CH:17]=[CH:16][CH:15]=[CH:14][CH:13]=1. (10) Given the product [Cl:1][C:2]1[CH:12]=[CH:11][C:10]([O:13][CH2:14][C:15]2[NH:16][C:17](=[O:25])[C:18]3[CH:24]=[CH:23][N:22]=[CH:21][C:19]=3[N:20]=2)=[CH:9][C:3]=1[C:4]([OH:6])=[O:5], predict the reactants needed to synthesize it. The reactants are: [Cl:1][C:2]1[CH:12]=[CH:11][C:10]([O:13][CH2:14][C:15]2[NH:16][C:17](=[O:25])[C:18]3[CH:24]=[CH:23][N:22]=[CH:21][C:19]=3[N:20]=2)=[CH:9][C:3]=1[C:4]([O:6]CC)=[O:5].[OH-].[Na+].Cl.